From a dataset of Catalyst prediction with 721,799 reactions and 888 catalyst types from USPTO. Predict which catalyst facilitates the given reaction. (1) Reactant: [Cl:1][C:2]1[CH:7]=[CH:6][C:5]([OH:8])=[CH:4][CH:3]=1.[Cl:9][S:10](O)(=[O:12])=[O:11]. Product: [OH:8][C:5]1[CH:6]=[CH:7][C:2]([Cl:1])=[CH:3][C:4]=1[S:10]([Cl:9])(=[O:12])=[O:11]. The catalyst class is: 6. (2) Reactant: [CH:1]([NH:4][C:5]1[CH:10]=[CH:9][CH:8]=[CH:7][C:6]=1[N+:11]([O-])=O)([CH3:3])[CH3:2]. Product: [CH:1]([NH:4][C:5]1[C:6]([NH2:11])=[CH:7][CH:8]=[CH:9][CH:10]=1)([CH3:3])[CH3:2]. The catalyst class is: 63. (3) Reactant: [Br:1][C:2]1[CH:7]=[CH:6][C:5]([SH:8])=[CH:4][CH:3]=1.Br.Br[CH2:11][C:12]1[CH:13]=[N:14][CH:15]=[CH:16][CH:17]=1.C(=O)([O-])[O-].[K+].[K+]. The catalyst class is: 21. Product: [Br:1][C:2]1[CH:7]=[CH:6][C:5]([S:8][CH2:11][C:12]2[CH:13]=[N:14][CH:15]=[CH:16][CH:17]=2)=[CH:4][CH:3]=1. (4) Reactant: [CH2:1]([N:3]([CH2:15][CH3:16])[CH:4]([CH3:14])[CH2:5][O:6][C:7]1[CH:12]=[CH:11][C:10]([NH2:13])=[CH:9][CH:8]=1)[CH3:2].[Cl:17][C:18]1[CH:23]=[C:22]([C:24]([F:27])([F:26])[F:25])[CH:21]=[CH:20][C:19]=1[C:28]#[C:29][C:30](O)=[O:31]. Product: [CH2:15]([N:3]([CH2:1][CH3:2])[CH:4]([CH3:14])[CH2:5][O:6][C:7]1[CH:8]=[CH:9][C:10]([NH:13][C:30](=[O:31])[C:29]#[C:28][C:19]2[CH:20]=[CH:21][C:22]([C:24]([F:26])([F:25])[F:27])=[CH:23][C:18]=2[Cl:17])=[CH:11][CH:12]=1)[CH3:16]. The catalyst class is: 98. (5) Reactant: Br[C:2]1[CH:7]=[CH:6][C:5]([N+:8]([O-:10])=[O:9])=[C:4]([O:11][CH:12]([F:14])[F:13])[CH:3]=1.[N:15]1([C:21]([O:23][C:24]([CH3:27])([CH3:26])[CH3:25])=[O:22])[CH2:20][CH2:19][NH:18][CH2:17][CH2:16]1.C(=O)([O-])[O-].[Cs+].[Cs+]. Product: [F:13][CH:12]([F:14])[O:11][C:4]1[CH:3]=[C:2]([N:18]2[CH2:17][CH2:16][N:15]([C:21]([O:23][C:24]([CH3:27])([CH3:26])[CH3:25])=[O:22])[CH2:20][CH2:19]2)[CH:7]=[CH:6][C:5]=1[N+:8]([O-:10])=[O:9]. The catalyst class is: 164. (6) Reactant: [F:1][C:2]1[CH:3]=[CH:4][C:5]([N+:9]([O-:11])=[O:10])=[C:6]([OH:8])[CH:7]=1.[C:12](=O)([O-])[O-].[K+].[K+].CI. Product: [F:1][C:2]1[CH:3]=[CH:4][C:5]([N+:9]([O-:11])=[O:10])=[C:6]([O:8][CH3:12])[CH:7]=1. The catalyst class is: 21.